From a dataset of Reaction yield outcomes from USPTO patents with 853,638 reactions. Predict the reaction yield, written as a fraction of the theoretical maximum amount of product (1.0 means a 100% yield; for example, 0.34 means a 34% yield). (1) The yield is 0.600. No catalyst specified. The reactants are [Si:1]([O:8][CH2:9][CH2:10][CH2:11][CH2:12][CH2:13]C(OCC)=O)([C:4]([CH3:7])([CH3:6])[CH3:5])([CH3:3])[CH3:2].[CH3:19][O:20][P:21]([CH2:25][C:26](=[O:40])CC(O[Si](C(C)(C)C)(C)C)CCC)(=[O:24])[O:22][CH3:23]. The product is [CH3:19][O:20][P:21]([CH2:25][C:26](=[O:40])[CH:9]([O:8][Si:1]([C:4]([CH3:5])([CH3:6])[CH3:7])([CH3:2])[CH3:3])[CH2:10][CH2:11][CH2:12][CH3:13])(=[O:24])[O:22][CH3:23]. (2) The reactants are O[C:2]1[C:6]([CH3:8])([CH3:7])[O:5][C:4](=[O:9])[CH:3]=1.C(Br)(=O)C([Br:13])=O. The catalyst is ClCCCl.CN(C=O)C. The product is [Br:13][C:2]1[C:6]([CH3:8])([CH3:7])[O:5][C:4](=[O:9])[CH:3]=1. The yield is 0.860. (3) The reactants are [CH:1]([N:4]1[C:8]([C:9]2[N:18]=[C:17]3[N:11]([CH2:12][CH2:13][O:14][C:15]4[CH:22]=[C:21](O)[N:20]=[CH:19][C:16]=43)[CH:10]=2)=[N:7][CH:6]=[N:5]1)([CH3:3])[CH3:2].Cl.[F:25][C:26]1([F:34])[CH2:30][NH:29][C@H:28]([C:31]([NH2:33])=[O:32])[CH2:27]1.CCN(C(C)C)C(C)C.C(#N)C. The catalyst is O. The product is [F:25][C:26]1([F:34])[CH2:30][N:29]([C:21]2[N:20]=[CH:19][C:16]3[C:17]4[N:11]([CH:10]=[C:9]([C:8]5[N:4]([CH:1]([CH3:2])[CH3:3])[N:5]=[CH:6][N:7]=5)[N:18]=4)[CH2:12][CH2:13][O:14][C:15]=3[CH:22]=2)[C@H:28]([C:31]([NH2:33])=[O:32])[CH2:27]1. The yield is 0.110. (4) The catalyst is CCO. The yield is 0.350. The product is [CH3:10][C:11]1[CH:16]=[C:15]([CH3:17])[CH:14]=[CH:13][C:12]=1[C:18]1[N:23]=[N:22][C:21]([S:24][CH2:3][C:4]2[CH:9]=[CH:8][CH:7]=[CH:6][N:5]=2)=[CH:20][CH:19]=1. The reactants are Br.Br[CH2:3][C:4]1[CH:9]=[CH:8][CH:7]=[CH:6][N:5]=1.[CH3:10][C:11]1[CH:16]=[C:15]([CH3:17])[CH:14]=[CH:13][C:12]=1[C:18]1[CH:19]=[CH:20][C:21](=[S:24])[NH:22][N:23]=1.CC[O-].[Na+]. (5) The reactants are Cl.[NH2:2][C@@H:3]([C:18]1[CH:23]=[CH:22][C:21]([F:24])=[C:20]([F:25])[CH:19]=1)[CH2:4][CH2:5][CH:6]1[C:11](=[O:12])[N:10]([CH:13]([CH3:15])[CH3:14])[C:9](=[O:16])[NH:8][C:7]1=O.P(Cl)(Cl)(Cl)=O.C(=O)([O-])[O-].[K+].[K+]. The catalyst is C(O)CCC. The product is [F:25][C:20]1[CH:19]=[C:18]([C@@H:3]2[NH:2][C:7]3[NH:8][C:9](=[O:16])[N:10]([CH:13]([CH3:15])[CH3:14])[C:11](=[O:12])[C:6]=3[CH2:5][CH2:4]2)[CH:23]=[CH:22][C:21]=1[F:24]. The yield is 0.400. (6) The reactants are C([O:3][C:4](=[O:41])[CH2:5][NH:6][CH2:7][CH2:8][CH2:9][O:10][C:11]1[CH:16]=[CH:15][C:14]([C:17]([N:19]2[C:28]3[C:23](=[CH:24][CH:25]=[CH:26][CH:27]=3)[C@H:22]([N:29]([C:37](=[O:39])[CH3:38])[C:30]3[CH:35]=[CH:34][C:33]([Cl:36])=[CH:32][CH:31]=3)[CH2:21][C@@H:20]2[CH3:40])=[O:18])=[CH:13][CH:12]=1)C.C(O)C.[OH-].[Na+]. The catalyst is O1CCCC1. The product is [C:37]([N:29]([C:30]1[CH:31]=[CH:32][C:33]([Cl:36])=[CH:34][CH:35]=1)[C@H:22]1[C:23]2[C:28](=[CH:27][CH:26]=[CH:25][CH:24]=2)[N:19]([C:17]([C:14]2[CH:15]=[CH:16][C:11]([O:10][CH2:9][CH2:8][CH2:7][NH:6][CH2:5][C:4]([OH:41])=[O:3])=[CH:12][CH:13]=2)=[O:18])[C@@H:20]([CH3:40])[CH2:21]1)(=[O:39])[CH3:38]. The yield is 0.600. (7) The reactants are [OH-].[Na+].[CH3:3][C:4]([CH3:21])([CH3:20])[C:5]([N:7]1[CH2:19][CH2:18][C:17]2[C:16]3[C:11](=[CH:12][CH:13]=[CH:14][CH:15]=3)[NH:10][C:9]=2[CH2:8]1)=[O:6].[C:22]1([S:28](Cl)(=[O:30])=[O:29])[CH:27]=[CH:26][CH:25]=[CH:24][CH:23]=1. The catalyst is C(Cl)Cl. The product is [C:22]1([S:28]([N:10]2[C:11]3[C:16](=[CH:15][CH:14]=[CH:13][CH:12]=3)[C:17]3[CH2:18][CH2:19][N:7]([C:5](=[O:6])[C:4]([CH3:21])([CH3:20])[CH3:3])[CH2:8][C:9]2=3)(=[O:30])=[O:29])[CH:27]=[CH:26][CH:25]=[CH:24][CH:23]=1. The yield is 0.562. (8) The reactants are [CH2:1]([C:3]1[C:11](I)=[C:6]2[CH:7]=[CH:8][CH:9]=[CH:10][N:5]2[N:4]=1)[CH3:2].[F:13][C:14]1[CH:15]=[C:16](B(O)O)[CH:17]=[C:18]([F:20])[CH:19]=1.C(=O)([O-])[O-].[K+].[K+]. The catalyst is O1CCOCC1.O.C(OCC)(=O)C. The product is [F:13][C:14]1[CH:15]=[C:16]([C:11]2[C:3]([CH2:1][CH3:2])=[N:4][N:5]3[CH:10]=[CH:9][CH:8]=[CH:7][C:6]=23)[CH:17]=[C:18]([F:20])[CH:19]=1. The yield is 0.800.